This data is from NCI-60 drug combinations with 297,098 pairs across 59 cell lines. The task is: Regression. Given two drug SMILES strings and cell line genomic features, predict the synergy score measuring deviation from expected non-interaction effect. (1) Drug 1: C1=NC2=C(N1)C(=S)N=C(N2)N. Drug 2: CN(C(=O)NC(C=O)C(C(C(CO)O)O)O)N=O. Cell line: NCI/ADR-RES. Synergy scores: CSS=32.4, Synergy_ZIP=-12.0, Synergy_Bliss=-5.65, Synergy_Loewe=-32.9, Synergy_HSA=-5.51. (2) Drug 1: CC1C(C(CC(O1)OC2CC(CC3=C2C(=C4C(=C3O)C(=O)C5=C(C4=O)C(=CC=C5)OC)O)(C(=O)CO)O)N)O.Cl. Drug 2: CC12CCC3C(C1CCC2OP(=O)(O)O)CCC4=C3C=CC(=C4)OC(=O)N(CCCl)CCCl.[Na+]. Cell line: SN12C. Synergy scores: CSS=12.3, Synergy_ZIP=-3.57, Synergy_Bliss=-0.594, Synergy_Loewe=-3.72, Synergy_HSA=-4.25.